Dataset: Catalyst prediction with 721,799 reactions and 888 catalyst types from USPTO. Task: Predict which catalyst facilitates the given reaction. (1) Reactant: [CH2:1]([O:8][C:9]([NH:11][C:12]1([CH3:25])[CH2:17][CH2:16][N:15](C(OC(C)(C)C)=O)[CH2:14][CH2:13]1)=[O:10])[C:2]1[CH:7]=[CH:6][CH:5]=[CH:4][CH:3]=1.Cl.O1CCOCC1. Product: [CH3:25][C:12]1([NH:11][C:9](=[O:10])[O:8][CH2:1][C:2]2[CH:7]=[CH:6][CH:5]=[CH:4][CH:3]=2)[CH2:13][CH2:14][NH:15][CH2:16][CH2:17]1. The catalyst class is: 12. (2) Reactant: CS(O)(=O)=O.[CH:6]#[C:7][CH2:8][NH:9][C@H:10]1[C:14]2[CH:15]=[CH:16][CH:17]=[CH:18][C:13]=2[CH2:12][CH2:11]1. Product: [CH:6]#[C:7][CH2:8][NH:9][C@H:10]1[C:14]2[CH:15]=[CH:16][CH:17]=[CH:18][C:13]=2[CH2:12][CH2:11]1. The catalyst class is: 6. (3) Reactant: [CH3:1][NH:2][C:3]([C:5]1[C:9]([CH:10]=NC)=[CH:8][NH:7][N:6]=1)=[O:4].C(O)(C(F)(F)F)=[O:14]. Product: [CH:10]([C:9]1[C:5]([C:3]([NH:2][CH3:1])=[O:4])=[N:6][NH:7][CH:8]=1)=[O:14]. The catalyst class is: 20. (4) Reactant: Cl[C:2]1[CH:7]=[C:6]([S:8]([N:11]([CH2:14][CH3:15])[CH2:12][CH3:13])(=[O:10])=[O:9])[CH:5]=[CH:4][N:3]=1.[NH2:16][NH2:17]. Product: [CH2:12]([N:11]([CH2:14][CH3:15])[S:8]([C:6]1[CH:5]=[CH:4][N:3]=[C:2]([NH:16][NH2:17])[CH:7]=1)(=[O:10])=[O:9])[CH3:13]. The catalyst class is: 14. (5) Reactant: [Cl:1][C:2]1[CH:37]=[CH:36][C:5]([C:6]([NH:8][CH:9]([CH3:35])[CH2:10][CH2:11][N:12]2[CH2:17][CH2:16][CH:15]([CH:18]3[CH2:27][C:26]4[C:21](=[CH:22][CH:23]=[C:24]([CH3:30])[C:25]=4[O:28][CH3:29])[CH:20]([CH2:31][NH:32]C=O)[O:19]3)[CH2:14][CH2:13]2)=[O:7])=[CH:4][CH:3]=1.[OH-].[Na+]. Product: [NH2:32][CH2:31][C@H:20]1[C:21]2[C:26](=[C:25]([O:28][CH3:29])[C:24]([CH3:30])=[CH:23][CH:22]=2)[CH2:27][C@@H:18]([CH:15]2[CH2:16][CH2:17][N:12]([CH2:11][CH2:10][CH:9]([NH:8][C:6](=[O:7])[C:5]3[CH:36]=[CH:37][C:2]([Cl:1])=[CH:3][CH:4]=3)[CH3:35])[CH2:13][CH2:14]2)[O:19]1. The catalyst class is: 92.